This data is from Reaction yield outcomes from USPTO patents with 853,638 reactions. The task is: Predict the reaction yield, written as a fraction of the theoretical maximum amount of product (1.0 means a 100% yield; for example, 0.34 means a 34% yield). (1) The reactants are Cl.[NH:2]1[CH2:6][CH2:5][CH2:4][C@@H:3]1[CH2:7][CH2:8][OH:9].C(N(C(C)C)CC)(C)C.[CH3:19][C:20]1[CH:25]=[CH:24][C:23]([S:26](Cl)(=[O:28])=[O:27])=[CH:22][C:21]=1[N+:30]([O-:32])=[O:31].C(=O)(O)[O-].[Na+]. The catalyst is ClCCl. The product is [CH3:19][C:20]1[CH:25]=[CH:24][C:23]([S:26]([N:2]2[CH2:6][CH2:5][CH2:4][C@@H:3]2[CH2:7][CH2:8][OH:9])(=[O:27])=[O:28])=[CH:22][C:21]=1[N+:30]([O-:32])=[O:31]. The yield is -1.00. (2) The reactants are Cl[C:2]1[N:3]=[CH:4][C:5]2[C:10]([CH:11]=1)=[CH:9][CH:8]=[C:7]([O:12][CH3:13])[CH:6]=2.[C:14]([C:17]1[CH:22]=[CH:21][C:20](B(O)O)=[C:19]([F:26])[CH:18]=1)([OH:16])=[O:15].C([O-])([O-])=O.[K+].[K+]. The catalyst is COCCOCCO.O.C1C=CC(P(C2C=CC=CC=2)[C-]2C=CC=C2)=CC=1.C1C=CC(P(C2C=CC=CC=2)[C-]2C=CC=C2)=CC=1.Cl[Pd]Cl.[Fe+2]. The product is [F:26][C:19]1[CH:18]=[C:17]([CH:22]=[CH:21][C:20]=1[C:2]1[N:3]=[CH:4][C:5]2[C:10]([CH:11]=1)=[CH:9][CH:8]=[C:7]([O:12][CH3:13])[CH:6]=2)[C:14]([OH:16])=[O:15]. The yield is 0.300. (3) The reactants are [CH3:1][C:2]1([CH3:16])[C:6]([CH3:8])([CH3:7])[O:5][B:4]([C:9]2[CH:14]=[CH:13][C:12]([OH:15])=[CH:11][CH:10]=2)[O:3]1.[N:17]1([CH2:23][CH2:24]O)[CH2:22][CH2:21][O:20][CH2:19][CH2:18]1.C1(P(C2C=CC=CC=2)C2C=CC=CC=2)C=CC=CC=1.CC(OC(/N=N/C(OC(C)C)=O)=O)C. The catalyst is C(Cl)Cl. The product is [CH3:8][C:6]1([CH3:7])[C:2]([CH3:16])([CH3:1])[O:3][B:4]([C:9]2[CH:14]=[CH:13][C:12]([O:15][CH2:24][CH2:23][N:17]3[CH2:22][CH2:21][O:20][CH2:19][CH2:18]3)=[CH:11][CH:10]=2)[O:5]1. The yield is 0.740. (4) The reactants are [F:1][CH:2]([F:32])[C:3]1[N:7]([C:8]2[N:13]=[C:12]([N:14]3[CH2:19][CH2:18][O:17][CH2:16][CH2:15]3)[N:11]=[C:10]([N:20]3[CH2:25][CH2:24][NH:23][CH2:22][CH2:21]3)[N:9]=2)[C:6]2[CH:26]=[CH:27][CH:28]=[C:29]([O:30][CH3:31])[C:5]=2[N:4]=1.CCN(C(C)C)C(C)C.[C:42]([O:45][CH2:46][C:47](Cl)=[O:48])(=[O:44])[CH3:43]. The catalyst is C(Cl)Cl.O. The product is [C:42]([O:45][CH2:46][C:47]([N:23]1[CH2:24][CH2:25][N:20]([C:10]2[N:9]=[C:8]([N:7]3[C:6]4[CH:26]=[CH:27][CH:28]=[C:29]([O:30][CH3:31])[C:5]=4[N:4]=[C:3]3[CH:2]([F:1])[F:32])[N:13]=[C:12]([N:14]3[CH2:15][CH2:16][O:17][CH2:18][CH2:19]3)[N:11]=2)[CH2:21][CH2:22]1)=[O:48])(=[O:44])[CH3:43]. The yield is 0.850. (5) The reactants are [Br:1][C:2]1[CH:3]=[CH:4][C:5]2[N:6]([CH2:16][CH:17]([OH:21])[C:18](O)=[O:19])[C:7]3[C:12]([C:13]=2[CH:14]=1)=[CH:11][C:10]([Br:15])=[CH:9][CH:8]=3.S(Cl)(Cl)=O.[CH3:26][O:27][C:28]1[CH:33]=[CH:32][CH:31]=[C:30]([NH2:34])[CH:29]=1.CCN(CC)CC. The catalyst is C(Cl)Cl. The product is [Br:15][C:10]1[CH:9]=[CH:8][C:7]2[N:6]([CH2:16][CH:17]([OH:21])[C:18]([NH:34][C:30]3[CH:31]=[CH:32][CH:33]=[C:28]([O:27][CH3:26])[CH:29]=3)=[O:19])[C:5]3[C:13]([C:12]=2[CH:11]=1)=[CH:14][C:2]([Br:1])=[CH:3][CH:4]=3. The yield is 0.480.